From a dataset of Forward reaction prediction with 1.9M reactions from USPTO patents (1976-2016). Predict the product of the given reaction. (1) Given the reactants [H-].[Na+].[F:3][C:4]1([F:32])[CH2:9][CH2:8][CH2:7][CH:6]([C@@H:10]2[CH2:15][C@H:14]([C:16]3[CH:21]=[CH:20][CH:19]=[CH:18][CH:17]=3)[CH2:13][CH2:12][N:11]2C(OCC2C=CC=CC=2)=O)[CH2:5]1, predict the reaction product. The product is: [F:32][C:4]1([F:3])[CH2:9][CH2:8][CH2:7][CH:6]([C@@H:10]2[CH2:15][C@H:14]([C:16]3[CH:17]=[CH:18][CH:19]=[CH:20][CH:21]=3)[CH2:13][CH2:12][NH:11]2)[CH2:5]1. (2) Given the reactants [CH2:1]([O:8][C:9]([NH:11][C@H:12]([C:24]([OH:26])=O)[CH2:13][CH2:14][CH2:15][NH:16][C:17]([O:19][C:20]([CH3:23])([CH3:22])[CH3:21])=[O:18])=[O:10])[C:2]1[CH:7]=[CH:6][CH:5]=[CH:4][CH:3]=1.[NH:27]1[CH2:31][CH2:30][CH2:29][CH2:28]1, predict the reaction product. The product is: [CH2:1]([O:8][C:9]([NH:11][C@H:12]([C:24](=[O:26])[N:27]1[CH2:31][CH2:30][CH2:29][CH2:28]1)[CH2:13][CH2:14][CH2:15][NH:16][C:17]([O:19][C:20]([CH3:21])([CH3:22])[CH3:23])=[O:18])=[O:10])[C:2]1[CH:3]=[CH:4][CH:5]=[CH:6][CH:7]=1. (3) Given the reactants C([O:9][CH2:10][CH2:11][N:12]1[C:20]2[C:19](Cl)=[N:18][CH:17]=[N:16][C:15]=2[CH:14]=[CH:13]1)(=O)C1C=CC=CC=1.[Cl:22][C:23]1[CH:24]=[C:25]([CH:27]=[CH:28][C:29]=1[O:30][C:31]1[CH:36]=[CH:35][CH:34]=[C:33]([S:37]([CH3:40])(=[O:39])=[O:38])[CH:32]=1)[NH2:26].[OH-].[Na+].O, predict the reaction product. The product is: [Cl:22][C:23]1[CH:24]=[C:25]([NH:26][C:19]2[C:20]3[N:12]([CH2:11][CH2:10][OH:9])[CH:13]=[CH:14][C:15]=3[N:16]=[CH:17][N:18]=2)[CH:27]=[CH:28][C:29]=1[O:30][C:31]1[CH:36]=[CH:35][CH:34]=[C:33]([S:37]([CH3:40])(=[O:38])=[O:39])[CH:32]=1. (4) Given the reactants C([O:3][C:4](=[O:12])[C:5]([C:7]1[O:8][CH:9]=[CH:10][CH:11]=1)=[O:6])C.[BH4-].[Na+], predict the reaction product. The product is: [O:8]1[CH:9]=[CH:10][CH:11]=[C:7]1[CH:5]([OH:6])[C:4]([OH:12])=[O:3].